Dataset: Full USPTO retrosynthesis dataset with 1.9M reactions from patents (1976-2016). Task: Predict the reactants needed to synthesize the given product. (1) Given the product [N+:38]([C:28]1[CH:29]=[N:30][C:31]2[CH2:32][CH:33]([NH:34][C:35](=[O:36])[O:37][C:11]([CH3:12])([CH3:10])[CH3:6])[C:24](=[O:23])[CH2:25][C:26]=2[CH:27]=1)([O-:40])=[O:39], predict the reactants needed to synthesize it. The reactants are: CC(OI1(OC(C)=O)(OC(C)=O)O[C:12](=O)[C:11]2[CH:10]=CC=C[C:6]1=2)=O.[OH:23][CH:24]1[CH:33]([NH:34][C:35](=[O:37])[O-:36])[CH2:32][C:31]2[N:30]=[CH:29][C:28]([N+:38]([O-:40])=[O:39])=[CH:27][C:26]=2[CH2:25]1.[O-]S([O-])(=S)=O.[Na+].[Na+].C([O-])(O)=O.[Na+]. (2) Given the product [Cl:1][C:2]1[CH:3]=[CH:4][C:5]([C:18]2[N:22]([CH2:23][CH:24]3[CH2:29][CH2:28][CH2:27][CH2:26][CH2:25]3)[C:21]3[CH:30]=[CH:31][CH:32]=[CH:33][C:20]=3[N:19]=2)=[C:6]([CH2:8][CH2:9][C:10]2[CH:17]=[CH:16][C:13]([C:14]([OH:37])=[O:34])=[CH:12][CH:11]=2)[CH:7]=1, predict the reactants needed to synthesize it. The reactants are: [Cl:1][C:2]1[CH:3]=[CH:4][C:5]([C:18]2[N:22]([CH2:23][CH:24]3[CH2:29][CH2:28][CH2:27][CH2:26][CH2:25]3)[C:21]3[CH:30]=[CH:31][CH:32]=[CH:33][C:20]=3[N:19]=2)=[C:6]([CH2:8][CH2:9][C:10]2[CH:17]=[CH:16][C:13]([C:14]#N)=[CH:12][CH:11]=2)[CH:7]=1.[OH-:34].[K+].C[OH:37]. (3) Given the product [C:1]([O:5][C:6]([N:8]1[CH2:13][CH2:12][CH2:11][CH:10]([C:14]2[CH:19]=[N:18][CH:17]=[C:16]([N:26]3[C:27](=[O:31])[C:28]4[C:24](=[CH:23][C:22]([Cl:21])=[CH:30][CH:29]=4)[C:25]3([CH3:33])[CH3:32])[N:15]=2)[CH2:9]1)=[O:7])([CH3:4])([CH3:3])[CH3:2], predict the reactants needed to synthesize it. The reactants are: [C:1]([O:5][C:6]([N:8]1[CH2:13][CH2:12][CH2:11][CH:10]([C:14]2[CH:19]=[N:18][CH:17]=[C:16](Cl)[N:15]=2)[CH2:9]1)=[O:7])([CH3:4])([CH3:3])[CH3:2].[Cl:21][C:22]1[CH:23]=[C:24]2[C:28](=[CH:29][CH:30]=1)[C:27](=[O:31])[NH:26][C:25]2([CH3:33])[CH3:32].[C@H]1(N)CCCC[C@@H]1N.C([O-])([O-])=O.[Cs+].[Cs+]. (4) Given the product [Cl:18][C:15]1[CH:14]=[CH:13][C:12]([O:11][CH:9]2[CH2:10][N:7]([CH2:6][CH2:5][C@H:2]([NH:1][C:30]([NH:29][C:23]3[CH:22]=[C:21]([O:20][CH3:19])[CH:26]=[C:25]([O:27][CH3:28])[CH:24]=3)=[O:31])[CH2:3][OH:4])[CH2:8]2)=[CH:17][CH:16]=1, predict the reactants needed to synthesize it. The reactants are: [NH2:1][C@@H:2]([CH2:5][CH2:6][N:7]1[CH2:10][CH:9]([O:11][C:12]2[CH:17]=[CH:16][C:15]([Cl:18])=[CH:14][CH:13]=2)[CH2:8]1)[CH2:3][OH:4].[CH3:19][O:20][C:21]1[CH:22]=[C:23]([N:29]=[C:30]=[O:31])[CH:24]=[C:25]([O:27][CH3:28])[CH:26]=1. (5) Given the product [CH2:49]([N:51]([CH2:52][CH3:53])[C:37]([NH:33][C:32]1[CH:31]=[CH:30][C:29]([C:5]2[C:6]([C:8]3[CH:13]=[CH:12][N:11]=[C:10]4[NH:14][C:15]([C:17]5[CH:18]=[CH:19][C:20]([CH2:23][N:24]6[CH2:28][CH2:27][CH2:26][CH2:25]6)=[CH:21][CH:22]=5)=[CH:16][C:9]=34)=[CH:7][N:3]([CH2:1][CH3:2])[N:4]=2)=[CH:35][CH:34]=1)=[O:38])[CH3:50], predict the reactants needed to synthesize it. The reactants are: [CH2:1]([N:3]1[CH:7]=[C:6]([C:8]2[CH:13]=[CH:12][N:11]=[C:10]3[NH:14][C:15]([C:17]4[CH:22]=[CH:21][C:20]([CH2:23][N:24]5[CH2:28][CH2:27][CH2:26][CH2:25]5)=[CH:19][CH:18]=4)=[CH:16][C:9]=23)[C:5]([C:29]2[CH:35]=[CH:34][C:32]([NH2:33])=[CH:31][CH:30]=2)=[N:4]1)[CH3:2].Cl[C:37](OC1C=CC([N+]([O-])=O)=CC=1)=[O:38].[CH2:49]([NH:51][CH2:52][CH3:53])[CH3:50]. (6) Given the product [NH:8]1[CH2:13][CH2:12][CH:11]([C:14]2[CH:19]=[CH:18][C:17]([NH:20][C:21]([C:23]3[C:24]([C:29]4[CH:30]=[CH:31][C:32]([C:35]([F:36])([F:37])[F:38])=[CH:33][CH:34]=4)=[CH:25][CH:26]=[CH:27][CH:28]=3)=[O:22])=[CH:16][CH:15]=2)[CH2:10][CH2:9]1, predict the reactants needed to synthesize it. The reactants are: C1(C[N:8]2[CH2:13][CH2:12][CH:11]([C:14]3[CH:19]=[CH:18][C:17]([NH:20][C:21]([C:23]4[C:24]([C:29]5[CH:34]=[CH:33][C:32]([C:35]([F:38])([F:37])[F:36])=[CH:31][CH:30]=5)=[CH:25][CH:26]=[CH:27][CH:28]=4)=[O:22])=[CH:16][CH:15]=3)[CH2:10][CH2:9]2)C=CC=CC=1.[H][H]. (7) Given the product [CH2:6]([O:8][C:9]([C:11]1[C:12]([CH3:25])=[C:13]([C:18]([O:20][C:21]([CH3:24])([CH3:23])[CH3:22])=[O:19])[NH:14][C:15]=1[CH:16]([CH:1]1[CH2:3][CH2:2]1)[OH:17])=[O:10])[CH3:7], predict the reactants needed to synthesize it. The reactants are: [CH:1]1([Mg]Br)[CH2:3][CH2:2]1.[CH2:6]([O:8][C:9]([C:11]1[C:12]([CH3:25])=[C:13]([C:18]([O:20][C:21]([CH3:24])([CH3:23])[CH3:22])=[O:19])[NH:14][C:15]=1[CH:16]=[O:17])=[O:10])[CH3:7]. (8) Given the product [CH3:1][C:2]1([CH3:21])[C:7]2[CH:8]=[C:9]([C:12]3[S:16][C:15]([C:17]#[N:18])=[CH:14][C:13]=3[CH3:19])[CH:10]=[CH:11][C:6]=2[NH:5][C:4](=[S:31])[O:3]1, predict the reactants needed to synthesize it. The reactants are: [CH3:1][C:2]1([CH3:21])[C:7]2[CH:8]=[C:9]([C:12]3[S:16][C:15]([C:17]#[N:18])=[CH:14][C:13]=3[CH3:19])[CH:10]=[CH:11][C:6]=2[NH:5][C:4](=O)[O:3]1.COC1C=CC(P2(SP(C3C=CC(OC)=CC=3)(=S)S2)=[S:31])=CC=1. (9) Given the product [NH2:2][C:3]1[C:12]2[N:13]=[C:14]([CH2:39][CH2:40][O:41][CH3:42])[N:15]([CH2:16][CH2:17][CH2:18][N:19]([CH2:24][C:25]3[CH:26]=[CH:27][C:28]([CH3:38])=[C:29]([CH:37]=3)[O:30][CH2:31][C:32]([O:34][CH2:35][CH3:36])=[O:33])[C:20](=[O:23])[CH2:21][N:45]([CH2:46][CH3:47])[CH2:43][CH3:44])[C:11]=2[C:10]2[CH:9]=[CH:8][CH:7]=[CH:6][C:5]=2[N:4]=1, predict the reactants needed to synthesize it. The reactants are: Cl.[NH2:2][C:3]1[C:12]2[N:13]=[C:14]([CH2:39][CH2:40][O:41][CH3:42])[N:15]([CH2:16][CH2:17][CH2:18][N:19]([CH2:24][C:25]3[CH:26]=[CH:27][C:28]([CH3:38])=[C:29]([CH:37]=3)[O:30][CH2:31][C:32]([O:34][CH2:35][CH3:36])=[O:33])[C:20](=[O:23])[CH2:21]Cl)[C:11]=2[C:10]2[CH:9]=[CH:8][CH:7]=[CH:6][C:5]=2[N:4]=1.[CH2:43]([NH:45][CH2:46][CH3:47])[CH3:44].